This data is from Catalyst prediction with 721,799 reactions and 888 catalyst types from USPTO. The task is: Predict which catalyst facilitates the given reaction. (1) Reactant: C(N(CC)CC)C.[O:8]1[CH2:12][CH2:11][CH:10]([CH2:13][OH:14])[CH2:9]1.[CH3:15][S:16](Cl)(=[O:18])=[O:17].Cl. Product: [S:16]([O-:18])(=[O:8])(=[O:17])[CH3:15].[O:8]1[CH2:12][CH2:11][CH:10]([CH2:13][OH:14])[CH2:9]1. The catalyst class is: 2. (2) Reactant: [F:1][C:2]1[CH:3]=[C:4]([N:17]2[C:25]3[C:20](=[C:21]([O:26]CC4C=CC=CC=4)[CH:22]=[CH:23][CH:24]=3)[CH:19]=[CH:18]2)[CH:5]=[C:6]([F:16])[C:7]=1[O:8]CC1C=CC=CC=1. Product: [F:16][C:6]1[CH:5]=[C:4]([N:17]2[C:25]3[CH:24]=[CH:23][CH:22]=[C:21]([OH:26])[C:20]=3[CH:19]=[CH:18]2)[CH:3]=[C:2]([F:1])[C:7]=1[OH:8]. The catalyst class is: 78. (3) The catalyst class is: 28. Reactant: Br[C:2]1[C:11]2[C:6](=[CH:7][CH:8]=[CH:9][CH:10]=2)[C:5]([C:12]2[CH:17]=[CH:16][CH:15]=[CH:14][CH:13]=2)=[CH:4][CH:3]=1.C1([B:24]([OH:26])[OH:25])C=CC=CC=1.C1(C)C=CC=CC=1.Cl. Product: [C:12]1([C:5]2[C:6]3[C:11](=[CH:10][CH:9]=[CH:8][CH:7]=3)[C:2]([B:24]([OH:26])[OH:25])=[CH:3][CH:4]=2)[CH:17]=[CH:16][CH:15]=[CH:14][CH:13]=1. (4) Reactant: [CH3:1][O:2][C:3]1[CH:8]=[CH:7][C:6]([NH2:9])=[CH:5][CH:4]=1.C[Al](C)C.[NH2:14][C:15]1[C:19]([C:20]2[CH:25]=[CH:24][CH:23]=[CH:22][CH:21]=2)=[CH:18][S:17][C:16]=1[C:26](OC)=[O:27]. Product: [NH2:14][C:15]1[C:19]([C:20]2[CH:25]=[CH:24][CH:23]=[CH:22][CH:21]=2)=[CH:18][S:17][C:16]=1[C:26]([NH:9][C:6]1[CH:7]=[CH:8][C:3]([O:2][CH3:1])=[CH:4][CH:5]=1)=[O:27]. The catalyst class is: 11. (5) Reactant: Br[C:2]1[CH:3]=[C:4]([NH:10][C:11]2[CH:16]=[CH:15][C:14]([C:17]([N:19]3[CH2:24][CH2:23][O:22][CH2:21][CH2:20]3)=[O:18])=[CH:13][N:12]=2)[C:5](=[O:9])[N:6]([CH3:8])[CH:7]=1.[C:25]([C:29]1[CH:38]=[C:37]2[C:32]([C:33](=[O:54])[C:34]([C:39]3[CH:44]=[CH:43][CH:42]=[C:41](B4OC(C)(C)C(C)(C)O4)[CH:40]=3)=[CH:35][NH:36]2)=[CH:31][CH:30]=1)([CH3:28])([CH3:27])[CH3:26].C(=O)([O-])[O-].[Na+].[Na+]. Product: [C:25]([C:29]1[CH:38]=[C:37]2[C:32]([C:33](=[O:54])[C:34]([C:39]3[CH:44]=[CH:43][CH:42]=[C:41]([C:2]4[CH:3]=[C:4]([NH:10][C:11]5[CH:16]=[CH:15][C:14]([C:17]([N:19]6[CH2:24][CH2:23][O:22][CH2:21][CH2:20]6)=[O:18])=[CH:13][N:12]=5)[C:5](=[O:9])[N:6]([CH3:8])[CH:7]=4)[CH:40]=3)=[CH:35][NH:36]2)=[CH:31][CH:30]=1)([CH3:28])([CH3:26])[CH3:27]. The catalyst class is: 108. (6) Reactant: [Cl:1][C:2]([Cl:11])([Cl:10])[C:3]([C:5]1[NH:6][CH:7]=[CH:8][CH:9]=1)=[O:4].[Al+3].[Cl-].[Cl-].[Cl-].C[N+]([O-])=O.Cl[CH:21](Cl)[O:22]C. Product: [Cl:11][C:2]([Cl:1])([Cl:10])[C:3]([C:5]1[NH:6][CH:7]=[C:8]([CH:21]=[O:22])[CH:9]=1)=[O:4]. The catalyst class is: 344.